Dataset: Full USPTO retrosynthesis dataset with 1.9M reactions from patents (1976-2016). Task: Predict the reactants needed to synthesize the given product. (1) Given the product [C:1]([O:5][C:6](=[O:28])[NH:7][C:8]1[CH:13]=[C:12]([N:14]([CH3:16])[CH3:15])[C:11]([C:17]#[C:18][C:19]2[CH:24]=[CH:23][CH:22]=[CH:21][CH:20]=2)=[CH:10][C:9]=1[NH2:25])([CH3:4])([CH3:2])[CH3:3], predict the reactants needed to synthesize it. The reactants are: [C:1]([O:5][C:6](=[O:28])[NH:7][C:8]1[CH:13]=[C:12]([N:14]([CH3:16])[CH3:15])[C:11]([C:17]#[C:18][C:19]2[CH:24]=[CH:23][CH:22]=[CH:21][CH:20]=2)=[CH:10][C:9]=1[N+:25]([O-])=O)([CH3:4])([CH3:3])[CH3:2].O.O.Cl[Sn]Cl. (2) Given the product [S:1]1[C:5]2[CH:6]=[CH:7][CH:8]=[CH:9][C:4]=2[C:3]([N:10]2[CH2:15][CH2:14][N:13]([CH2:16][CH2:17][C:18]3[CH:19]=[C:20]4[C:24](=[CH:25][CH:26]=3)[C:23]([CH3:27])([CH3:28])[CH:22]([NH2:29])[C:21]4([CH3:31])[CH3:30])[CH2:12][CH2:11]2)=[N:2]1, predict the reactants needed to synthesize it. The reactants are: [S:1]1[C:5]2[CH:6]=[CH:7][CH:8]=[CH:9][C:4]=2[C:3]([N:10]2[CH2:15][CH2:14][N:13]([CH2:16][CH2:17][C:18]3[CH:19]=[C:20]4[C:24](=[CH:25][CH:26]=3)[C:23]([CH3:28])([CH3:27])[C:22](=[NH:29])[C:21]4([CH3:31])[CH3:30])[CH2:12][CH2:11]2)=[N:2]1.[BH4-].[Na+]. (3) Given the product [CH2:1]([O:8][C:9](=[O:44])[NH:10][C@H:11]([C:13](=[O:43])[NH:14][C@H:15]([C:20](=[O:42])[NH:21][C@@H:22]([CH2:35][C:36]1[CH:37]=[CH:38][CH:39]=[CH:40][CH:41]=1)[C:23]([C:25](=[O:34])[NH:26][CH2:27][C:28]1[CH:33]=[CH:32][CH:31]=[CH:30][CH:29]=1)=[O:24])[CH2:16][CH:17]([CH3:18])[CH3:19])[CH3:12])[C:2]1[CH:7]=[CH:6][CH:5]=[CH:4][CH:3]=1, predict the reactants needed to synthesize it. The reactants are: [CH2:1]([O:8][C:9](=[O:44])[NH:10][C@H:11]([C:13](=[O:43])[NH:14][C@H:15]([C:20](=[O:42])[NH:21][C@@H:22]([CH2:35][C:36]1[CH:41]=[CH:40][CH:39]=[CH:38][CH:37]=1)[CH:23]([C:25](=[O:34])[NH:26][CH2:27][C:28]1[CH:33]=[CH:32][CH:31]=[CH:30][CH:29]=1)[OH:24])[CH2:16][CH:17]([CH3:19])[CH3:18])[CH3:12])[C:2]1[CH:7]=[CH:6][CH:5]=[CH:4][CH:3]=1.CC(OI1(OC(C)=O)(OC(C)=O)OC(=O)C2C=CC=CC1=2)=O. (4) Given the product [CH3:1][NH:2][C:3]([C:5]1[CH:10]=[N:9][C:8]([O:11][C:12]2[CH:29]=[CH:28][C:15]3[CH2:16][CH2:17][N:18]([CH:21]4[CH2:33][CH2:32][CH:31]([CH3:35])[CH2:30]4)[CH2:19][CH2:20][C:14]=3[CH:13]=2)=[CH:7][N:6]=1)=[O:4], predict the reactants needed to synthesize it. The reactants are: [CH3:1][NH:2][C:3]([C:5]1[N:6]=[CH:7][C:8]([O:11][C:12]2[CH:29]=[CH:28][C:15]3[CH2:16][CH2:17][N:18]([C:21](OC(C)(C)C)=O)[CH2:19][CH2:20][C:14]=3[CH:13]=2)=[N:9][CH:10]=1)=[O:4].[CH3:30][CH:31]1[CH2:35]C[C:33](=O)[CH2:32]1. (5) Given the product [Br:1][C:2]1[CH:3]=[C:4]([O:8][CH2:12][C:13]([C:15]2[CH:16]=[CH:17][C:18]([O:21][C:22]([F:23])([F:24])[F:25])=[CH:19][CH:20]=2)=[O:14])[CH:5]=[N:6][CH:7]=1, predict the reactants needed to synthesize it. The reactants are: [Br:1][C:2]1[CH:3]=[C:4]([OH:8])[CH:5]=[N:6][CH:7]=1.[H-].[Na+].Br[CH2:12][C:13]([C:15]1[CH:20]=[CH:19][C:18]([O:21][C:22]([F:25])([F:24])[F:23])=[CH:17][CH:16]=1)=[O:14].[Cl-].[NH4+]. (6) The reactants are: [F:1][C:2]1[CH:3]=[C:4]([S:8]([C:11]2[CH:12]=[C:13]3[C:17](=[CH:18][CH:19]=2)[N:16]([C:20]([C:33]2[CH:38]=[CH:37][CH:36]=[CH:35][CH:34]=2)([C:27]2[CH:32]=[CH:31][CH:30]=[CH:29][CH:28]=2)[C:21]2[CH:26]=[CH:25][CH:24]=[CH:23][CH:22]=2)[N:15]=[C:14]3[NH2:39])(=[O:10])=[O:9])[CH:5]=[CH:6][CH:7]=1.C(N(CC)C(C)C)(C)C.Cl.[CH3:50][N:51]1[CH2:56][CH2:55][N:54]([C:57]2[CH:65]=[CH:64][C:60]([C:61](Cl)=[O:62])=[C:59]([N+:66]([O-:68])=[O:67])[CH:58]=2)[CH2:53][CH2:52]1. Given the product [F:1][C:2]1[CH:3]=[C:4]([S:8]([C:11]2[CH:12]=[C:13]3[C:17](=[CH:18][CH:19]=2)[N:16]([C:20]([C:21]2[CH:26]=[CH:25][CH:24]=[CH:23][CH:22]=2)([C:33]2[CH:34]=[CH:35][CH:36]=[CH:37][CH:38]=2)[C:27]2[CH:28]=[CH:29][CH:30]=[CH:31][CH:32]=2)[N:15]=[C:14]3[NH:39][C:61](=[O:62])[C:60]2[CH:64]=[CH:65][C:57]([N:54]3[CH2:55][CH2:56][N:51]([CH3:50])[CH2:52][CH2:53]3)=[CH:58][C:59]=2[N+:66]([O-:68])=[O:67])(=[O:10])=[O:9])[CH:5]=[CH:6][CH:7]=1, predict the reactants needed to synthesize it. (7) Given the product [C:1]([N:38]1[CH2:39][CH2:40][CH2:41][CH:37]1[C:20]1[C:21]([O:23][C:24]2[CH:25]=[CH:26][C:27]([N:30]3[CH:35]=[CH:34][CH:33]=[CH:32][C:31]3=[O:36])=[N:28][CH:29]=2)=[CH:22][C:16]2[N:15]=[C:14]([C:9]3[CH:10]=[CH:11][CH:12]=[CH:13][N:8]=3)[NH:18][C:17]=2[CH:19]=1)(=[O:3])[CH3:2], predict the reactants needed to synthesize it. The reactants are: [C:1](OC(=O)C)(=[O:3])[CH3:2].[N:8]1[CH:13]=[CH:12][CH:11]=[CH:10][C:9]=1[C:14]1[NH:18][C:17]2[CH:19]=[C:20]([CH:37]3[CH2:41][CH2:40][CH2:39][NH:38]3)[C:21]([O:23][C:24]3[CH:25]=[CH:26][C:27]([N:30]4[CH:35]=[CH:34][CH:33]=[CH:32][C:31]4=[O:36])=[N:28][CH:29]=3)=[CH:22][C:16]=2[N:15]=1. (8) The reactants are: [Cl:1][C:2]1[CH:3]=[C:4]([CH:12]([CH2:19][C@H:20]2[CH2:40][CH2:39][C:22]3([O:26][C@H:25]([C:27]4[CH:32]=[CH:31][CH:30]=[CH:29][CH:28]=4)[C@@H:24]([C:33]4[CH:38]=[CH:37][CH:36]=[CH:35][CH:34]=4)[O:23]3)[CH2:21]2)[C:13](N(OC)C)=[O:14])[CH:5]=[CH:6][C:7]=1[S:8]([CH3:11])(=[O:10])=[O:9].[CH:41]([Mg]Br)=[CH2:42].Cl. Given the product [Cl:1][C:2]1[CH:3]=[C:4]([CH:12]([CH2:19][C@H:20]2[CH2:40][CH2:39][C:22]3([O:23][C@H:24]([C:33]4[CH:34]=[CH:35][CH:36]=[CH:37][CH:38]=4)[C@@H:25]([C:27]4[CH:28]=[CH:29][CH:30]=[CH:31][CH:32]=4)[O:26]3)[CH2:21]2)[C:13](=[O:14])[CH:41]=[CH2:42])[CH:5]=[CH:6][C:7]=1[S:8]([CH3:11])(=[O:10])=[O:9], predict the reactants needed to synthesize it. (9) Given the product [NH:1]1[C:9]2[C:4](=[CH:5][CH:6]=[CH:7][CH:8]=2)[C:3]([CH:10]2[C:23]3[C:22](=[CH:21][CH:20]=[CH:19][CH:18]=3)[C:17]3[CH:16]=[CH:15][CH:14]=[CH:13][C:12]=3[N:11]2[C:24](=[O:28])[C:25]([N:31]([CH3:32])[CH3:30])=[O:26])=[CH:2]1, predict the reactants needed to synthesize it. The reactants are: [NH:1]1[C:9]2[C:4](=[CH:5][CH:6]=[CH:7][CH:8]=2)[C:3]([CH:10]2[C:23]3[C:18](=[CH:19][CH:20]=[CH:21][CH:22]=3)[C:17]3[CH:16]=[CH:15][CH:14]=[CH:13][C:12]=3[N:11]2[C:24](=[O:28])[C:25](O)=[O:26])=[CH:2]1.[Cl-].[CH3:30][NH2+:31][CH3:32].